Dataset: Reaction yield outcomes from USPTO patents with 853,638 reactions. Task: Predict the reaction yield, written as a fraction of the theoretical maximum amount of product (1.0 means a 100% yield; for example, 0.34 means a 34% yield). (1) The reactants are [Cl:1][C:2]1[C:3]([CH3:32])=[C:4]([NH:10][C@H:11]([C@@H:29]([OH:31])[CH3:30])[C:12]([NH:14][NH:15][C:16](=O)[C:17]2[CH:22]=[CH:21][C:20]([N:23]3[CH:27]=[CH:26][CH:25]=[N:24]3)=[CH:19][CH:18]=2)=[O:13])[CH:5]=[CH:6][C:7]=1[C:8]#[N:9].C(NP1(N(CC)CC)N(C)CCCN1C)(C)(C)C. The catalyst is C1COCC1. The product is [N:23]1([C:20]2[CH:19]=[CH:18][C:17]([C:16]3[O:13][C:12]([C@H:11]([NH:10][C:4]4[CH:5]=[CH:6][C:7]([C:8]#[N:9])=[C:2]([Cl:1])[C:3]=4[CH3:32])[C@@H:29]([OH:31])[CH3:30])=[N:14][N:15]=3)=[CH:22][CH:21]=2)[CH:27]=[CH:26][CH:25]=[N:24]1. The yield is 0.150. (2) The reactants are [Br:1][C:2]1[CH:7]=[CH:6][C:5]([C@@H:8]([NH2:10])[CH3:9])=[CH:4][CH:3]=1.[C:11]([O-])(O)=[O:12].[Na+].ClC(Cl)(OC(=O)OC(Cl)(Cl)Cl)Cl. The catalyst is C(Cl)Cl. The product is [Br:1][C:2]1[CH:7]=[CH:6][C:5]([CH:8]([N:10]=[C:11]=[O:12])[CH3:9])=[CH:4][CH:3]=1. The yield is 0.630. (3) The reactants are [OH:1][C:2]1[C:11]2[C:6](=[C:7]([CH3:14])[C:8]([O:12][CH3:13])=[CH:9][CH:10]=2)[N:5]=[CH:4][C:3]=1C(OCC)=O.Cl. The catalyst is [OH-].[Na+]. The product is [OH:1][C:2]1[C:11]2[C:6](=[C:7]([CH3:14])[C:8]([O:12][CH3:13])=[CH:9][CH:10]=2)[N:5]=[CH:4][CH:3]=1. The yield is 0.960. (4) The reactants are [NH2:1][C:2]1[CH:3]=[C:4]([CH:9]=[CH:10][C:11]=1[S:12][C:13]([CH3:18])([CH2:15][CH2:16]Cl)[CH3:14])[C:5]([O:7][CH3:8])=[O:6].[I-].[Na+]. The catalyst is CC(=O)CC. The product is [CH3:14][C:13]1([CH3:18])[S:12][C:11]2[CH:10]=[CH:9][C:4]([C:5]([O:7][CH3:8])=[O:6])=[CH:3][C:2]=2[NH:1][CH2:16][CH2:15]1. The yield is 0.670. (5) The yield is 0.340. The product is [Cl:11][C:12]1[CH:17]=[CH:16][CH:15]=[CH:14][C:13]=1[C:18](=[O:20])[CH2:19][C:3]([O:7][CH2:8][CH3:9])=[O:10]. The catalyst is C1COCC1. The reactants are [H-].[Na+].[C:3](=[O:10])([O:7][CH2:8][CH3:9])OCC.[Cl:11][C:12]1[CH:17]=[CH:16][CH:15]=[CH:14][C:13]=1[C:18](=[O:20])[CH3:19].C(O)C. (6) The reactants are [CH2:1]([O:8][C:9]1[CH:10]=[CH:11][C:12]2[CH2:13][C@H:14]3[N:26]([CH2:27][CH:28]4[CH2:30][CH2:29]4)[CH2:25][CH2:24][C@:20]45[C:21]=2[C:22]=1[O:23][C@H:19]4[C@@H:18]([N:31]1[CH2:35][CH2:34][CH2:33][C:32]1=[O:36])[CH2:17][CH2:16][C@@:15]35[OH:37])[C:2]1[CH:7]=[CH:6][CH:5]=[CH:4][CH:3]=1.[Li+].[CH3:39][CH:40]([N-]C(C)C)C.C1COCC1.ICC.C(=O)([O-])O.[Na+]. The catalyst is C1COCC1. The product is [CH2:1]([O:8][C:9]1[CH:10]=[CH:11][C:12]2[CH2:13][C@H:14]3[N:26]([CH2:27][CH:28]4[CH2:29][CH2:30]4)[CH2:25][CH2:24][C@:20]45[C:21]=2[C:22]=1[O:23][C@H:19]4[C@@H:18]([N:31]1[CH2:35][CH2:34][CH:33]([CH2:39][CH3:40])[C:32]1=[O:36])[CH2:17][CH2:16][C@@:15]35[OH:37])[C:2]1[CH:3]=[CH:4][CH:5]=[CH:6][CH:7]=1. The yield is 0.670.